Dataset: Human Reference Interactome with 51,813 positive PPI pairs across 8,248 proteins, plus equal number of experimentally-validated negative pairs. Task: Binary Classification. Given two protein amino acid sequences, predict whether they physically interact or not. (1) Protein 1 (ENSG00000274211) has sequence MQEAELRDGEAAAAAASYRVLSRLLGYGEAAPEPGPPPPPPGHGPPPPPFLARPGPRGSRPPQLMVFRNVGRPPEEEDVEAAPEPGPSELLCPRHRCALDPKALPPGLALERTWGPAAGLEAQLAALGLGQPAGPGVKTVGGGCCPCPCPPQPPPPQPQPPAAAPQAGEDPTETSDALLVLEGLESEAESLETNSCSEEELSSPGRGGGGGGRLLLQPPGPELPPVPFPLQDLVPLGRLSRGEQQQQQQQQPPPPPPPPGPLRPLAGPSRKGSFKIRLSRLFRTKSCNGGSGGGDGTGKR.... Protein 2 (ENSG00000100612) has sequence MNWELLLWLLVLCALLLLLVQLLRFLRADGDLTLLWAEWQGRRPEWELTDMVVWVTGASSGIGEELAYQLSKLGVSLVLSARRVHELERVKRRCLENGNLKEKDILVLPLDLTDTGSHEAATKAVLQEFGRIDILVNNGGMSQRSLCMDTSLDVYRKLIELNYLGTVSLTKCVLPHMIERKQGKIVTVNSILGIISVPLSIGYCASKHALRGFFNGLRTELATYPGIIVSNICPGPVQSNIVENSLAGEVTKTIGNNGDQSHKMTTSRCVRLMLISMANDLKEVWISEQPFLLVTYLWQY.... Result: 0 (the proteins do not interact). (2) Protein 1 (ENSG00000112530) has sequence MVAEKETLSLNKCPDKMPKRTKLLAQQPLPVHQPHSLVSEGFTVKAMMKNSVVRGPPAAGAFKERPTKPTAFRKFYERGDFPIALEHDSKGNKIAWKVEIEKLDYHHYLPLFFDGLCEMTFPYEFFARQGIHDMLEHGGNKILPVLPQLIIPIKNALNLRNRQVICVTLKVLQHLVVSAEMVGKALVPYYRQILPVLNIFKNMNGSYSLPRLECSGAIMARCNLDHLGSSDPPTSASQVAEIIVNSGDGIDYSQQKRENIGDLIQETLEAFERYGGENAFINIKYVVPTYESCLLN*MVA.... Protein 2 (ENSG00000165476) has sequence MVSWMISRAVVLVFGMLYPAYYSYKAVKTKNVKEYVRWMMYWIVFALYTVIETVADQTVAWFPLYYELKIAFVIWLLSPYTKGASLIYRKFLHPLLSSKEREIDDYIVQAKERGYETMVNFGRQGLNLAATAAVTAAVKSQGAITERLRSFSMHDLTTIQGDEPVGQRPYQPLPEAKKKSKPAPSESAGYGIPLKDGDEKTDEEAEGPYSDNEMLTHKGLRRSQSMKSVKTTKGRKEVRYGSLKYKVKKRPQVYF*KIAFVIWLLSPYTKGASLIYRKFLHPLLSSKEREIDDYIVQAKE.... Result: 0 (the proteins do not interact). (3) Protein 1 (ENSG00000198721) has sequence MNRTAMRASQKDFENSMNQVKLLKKDPGNEVKLKLYALYKQATEGPCNMPKPGVFDLINKAKWDAWNALGSLPKEAARQNYVDLVSSLSPSLESSSQVEPGTDRKSTGFETLVVTSEDGITKIMFNRPKKKNAINTEMYHEIMRALKAASKDDSIITVLTGNGDYYSSGNDLTNFTDIPPGGVEEKAKNNAVLLREFVGCFIDFPKPLIAVVNGPAVGISVTLLGLFDAVYASDRATFHTPFSHLGQSPEGCSSYTFPKIMSPAKATEMLIFGKKLTAGEACAQGLVTEVFPDSTFQKEV.... Protein 2 (ENSG00000109133) has sequence MADTTPNGPQGAGAVQFMMTNKLDTAMWLSRLFTVYCSALFVLPLLGEYLPSLVILFASCCHIYEKGP*MADTTPNGPQGAGAVQFMMTNKLDTAMWLSRLFTVYCSALFVLPLLGLHEAASFYQRALLANALTSALRLHQRLPHFQLSRAFLAQALLEDSCHYLLYSLIFVNSYPVTMSIFPVLLFSLLHAATYTKKVLDARGSNSLPLLRSVLDKLSANQQNILKFIACNEIFLMPATVFMLFSGQGSLLQPFIYYRFLTLRYSSRRNPYCRTLFNELRIVVEHIIMKPACPLFVRRL.... Result: 0 (the proteins do not interact).